Dataset: Full USPTO retrosynthesis dataset with 1.9M reactions from patents (1976-2016). Task: Predict the reactants needed to synthesize the given product. (1) Given the product [CH2:41]([O:40][C:38]([CH2:37][CH2:36][CH2:35][O:1][C:2]1[C:3]([Se:16][C:17]2[CH:27]=[CH:26][C:20]([C:21]([O:23][CH2:24][CH3:25])=[O:22])=[CH:19][N:18]=2)=[CH:4][C:5]2[C:6]([CH3:14])([CH3:15])[CH2:7][CH2:8][C:9]([CH3:13])([CH3:12])[C:10]=2[CH:11]=1)=[O:39])[CH3:42], predict the reactants needed to synthesize it. The reactants are: [OH:1][C:2]1[C:3]([Se:16][C:17]2[CH:27]=[CH:26][C:20]([C:21]([O:23][CH2:24][CH3:25])=[O:22])=[CH:19][N:18]=2)=[CH:4][C:5]2[C:6]([CH3:15])([CH3:14])[CH2:7][CH2:8][C:9]([CH3:13])([CH3:12])[C:10]=2[CH:11]=1.C(=O)([O-])[O-].[K+].[K+].Br[CH2:35][CH2:36][CH2:37][C:38]([O:40][CH2:41][CH3:42])=[O:39]. (2) Given the product [CH3:44][C:2]1[C:3]2[CH:10]=[CH:9][N:8]([C@@H:11]3[O:33][C@H:32]([CH2:34][O:35][C:36](=[O:43])[C:37]4[CH:38]=[CH:39][CH:40]=[CH:41][CH:42]=4)[C@@H:22]([O:23][C:24](=[O:31])[C:25]4[CH:30]=[CH:29][CH:28]=[CH:27][CH:26]=4)[C@H:12]3[O:13][C:14](=[O:21])[C:15]3[CH:16]=[CH:17][CH:18]=[CH:19][CH:20]=3)[C:4]=2[N:5]=[CH:6][N:7]=1, predict the reactants needed to synthesize it. The reactants are: Cl[C:2]1[C:3]2[CH:10]=[CH:9][N:8]([C@@H:11]3[O:33][C@H:32]([CH2:34][O:35][C:36](=[O:43])[C:37]4[CH:42]=[CH:41][CH:40]=[CH:39][CH:38]=4)[C@@H:22]([O:23][C:24](=[O:31])[C:25]4[CH:30]=[CH:29][CH:28]=[CH:27][CH:26]=4)[C@H:12]3[O:13][C:14](=[O:21])[C:15]3[CH:20]=[CH:19][CH:18]=[CH:17][CH:16]=3)[C:4]=2[N:5]=[CH:6][N:7]=1.[CH3:44][Al](C)C.[NH4+].[Cl-].C.